From a dataset of Forward reaction prediction with 1.9M reactions from USPTO patents (1976-2016). Predict the product of the given reaction. (1) The product is: [C:28]([O:32][C:33](=[O:53])[NH:34][C@H:35]1[CH2:36][CH2:37][C@@H:38]([O:41][C:42]2[CH:51]=[C:50]3[C:49](=[CH:44][C:43]=2[Cl:52])[CH:48]=[N:47][CH:46]=[CH:45]3)[CH2:39][CH2:40]1)([CH3:29])([CH3:31])[CH3:30]. Given the reactants ClC1C=C2C(C=CN=C2)=CC=1F.C(OC(=O)N[C@H]1CC[C@@H](O)CC1)(C)(C)C.[C:28]([O:32][C:33](=[O:53])[NH:34][C@H:35]1[CH2:40][CH2:39][C@H:38]([O:41][C:42]2[C:43]([Cl:52])=[C:44]3[C:49](=[CH:50][CH:51]=2)[CH:48]=[N:47][CH:46]=[CH:45]3)[CH2:37][CH2:36]1)([CH3:31])([CH3:30])[CH3:29], predict the reaction product. (2) Given the reactants [S:1]1[CH:5]=[CH:4][CH:3]=[C:2]1[CH2:6][CH2:7][NH2:8].[F:9][C:10]([F:35])([F:34])[C:11]1[CH:33]=[CH:32][CH:31]=[CH:30][C:12]=1[C:13]([N:15]1[CH2:20][CH2:19][N:18]([C:21]2[N:26]=[N:25][C:24]([C:27](O)=[O:28])=[CH:23][CH:22]=2)[CH2:17][CH2:16]1)=[O:14], predict the reaction product. The product is: [S:1]1[CH:5]=[CH:4][CH:3]=[C:2]1[CH2:6][CH2:7][NH:8][C:27]([C:24]1[N:25]=[N:26][C:21]([N:18]2[CH2:17][CH2:16][N:15]([C:13](=[O:14])[C:12]3[CH:30]=[CH:31][CH:32]=[CH:33][C:11]=3[C:10]([F:35])([F:34])[F:9])[CH2:20][CH2:19]2)=[CH:22][CH:23]=1)=[O:28]. (3) Given the reactants [CH3:1][O:2][C:3](=[O:23])[CH2:4][N:5]([CH2:20][CH:21]=[CH2:22])[C:6](=[O:19])[CH:7]([NH:11][C:12]([O:14][C:15]([CH3:18])([CH3:17])[CH3:16])=[O:13])[CH2:8]C=C.CS(C)=O, predict the reaction product. The product is: [CH3:1][O:2][C:3](=[O:23])[CH2:4][N:5]1[CH2:20][CH:21]=[CH:22][CH2:8][CH:7]([NH:11][C:12]([O:14][C:15]([CH3:16])([CH3:17])[CH3:18])=[O:13])[C:6]1=[O:19]. (4) Given the reactants [CH3:1][O:2][C:3](=[O:24])[CH:4]=P(C1C=CC=CC=1)(C1C=CC=CC=1)C1C=CC=CC=1.[I:25][C:26]1[CH:27]=[C:28]([CH:31]=[CH:32][CH:33]=1)[CH:29]=O, predict the reaction product. The product is: [CH3:1][O:2][C:3](=[O:24])[CH:4]=[CH:29][C:28]1[CH:31]=[CH:32][CH:33]=[C:26]([I:25])[CH:27]=1. (5) Given the reactants Cl[CH2:2][C:3]1[C:4]([S:9][CH2:10][CH2:11][CH3:12])=[N:5][CH:6]=[CH:7][CH:8]=1.C[O:14][C:15](=[O:26])[CH2:16][CH2:17][C:18]1[CH:23]=[CH:22][C:21]([OH:24])=[C:20]([F:25])[CH:19]=1, predict the reaction product. The product is: [F:25][C:20]1[CH:19]=[C:18]([CH2:17][CH2:16][C:15]([OH:26])=[O:14])[CH:23]=[CH:22][C:21]=1[O:24][CH2:2][C:3]1[C:4]([S:9][CH2:10][CH2:11][CH3:12])=[N:5][CH:6]=[CH:7][CH:8]=1. (6) Given the reactants [S:1]1[C:5]2[CH:6]=[CH:7][CH:8]=[CH:9][C:4]=2[C:3]([C:10]2[CH:11]=[C:12]([CH:26]=[CH:27][CH:28]=2)[CH2:13][O:14][C:15]2[CH:20]=[CH:19][C:18]([CH2:21][CH2:22][C:23]([OH:25])=O)=[CH:17][CH:16]=2)=[CH:2]1.S(O)(O)(=O)=O.[NH2:34][CH2:35][C:36]#[N:37].C(N(CC)CC)C.ON1C2C=CC=CC=2N=N1.Cl.C(N=C=NCCCN(C)C)C, predict the reaction product. The product is: [S:1]1[C:5]2[CH:6]=[CH:7][CH:8]=[CH:9][C:4]=2[C:3]([C:10]2[CH:11]=[C:12]([CH:26]=[CH:27][CH:28]=2)[CH2:13][O:14][C:15]2[CH:16]=[CH:17][C:18]([CH2:21][CH2:22][C:23]([NH:37][CH2:36][C:35]#[N:34])=[O:25])=[CH:19][CH:20]=2)=[CH:2]1. (7) Given the reactants [OH-].[K+].C([O:6][CH2:7][C@H:8]1[CH2:11][CH2:10][C@H:9]1[CH2:12][N:13]1[CH2:29][C@:18]2([C:27]3[C:22](=[CH:23][C:24]([Cl:28])=[CH:25][CH:26]=3)[CH2:21][CH2:20][CH2:19]2)[CH2:17][O:16][C:15]2[CH:30]=[CH:31][C:32]([C:34]([O:36][CH3:37])=[O:35])=[CH:33][C:14]1=2)(=O)C.Cl, predict the reaction product. The product is: [Cl:28][C:24]1[CH:23]=[C:22]2[C:27](=[CH:26][CH:25]=1)[C@@:18]1([CH2:17][O:16][C:15]3[CH:30]=[CH:31][C:32]([C:34]([O:36][CH3:37])=[O:35])=[CH:33][C:14]=3[N:13]([CH2:12][C@@H:9]3[CH2:10][CH2:11][C@H:8]3[CH2:7][OH:6])[CH2:29]1)[CH2:19][CH2:20][CH2:21]2. (8) Given the reactants Cl.[Cl:2][C:3]1[CH:16]=[CH:15][C:6]([C:7](N2CCCCC2)=[O:8])=[CH:5][CH:4]=1.Cl[C:18]1[N:23]([CH3:24])[C:22](=[O:25])[CH:21]=[C:20]([C:26]2[CH:31]=[CH:30][N:29]=[CH:28][N:27]=2)[N:19]=1.C([N:34]([CH2:37][CH3:38])[CH2:35][CH3:36])C.O.[CH3:40]N(C)C=O, predict the reaction product. The product is: [Cl:2][C:3]1[CH:4]=[CH:5][C:6]([C:7]([CH:40]2[CH2:36][CH2:35][N:34]([C:18]3[N:23]([CH3:24])[C:22](=[O:25])[CH:21]=[C:20]([C:26]4[CH:31]=[CH:30][N:29]=[CH:28][N:27]=4)[N:19]=3)[CH2:37][CH2:38]2)=[O:8])=[CH:15][CH:16]=1. (9) Given the reactants [N+:1]([C:4]1[C:13]2[C:8](=[CH:9][CH:10]=[CH:11][CH:12]=2)[C:7]([O:14][C:15]2[N:20]=[CH:19][N:18]=[C:17]([NH:21][C:22](=O)[O:23]C(C)=C)[CH:16]=2)=[CH:6][CH:5]=1)([O-:3])=[O:2].C[N:29]1CCOCC1.N.CO, predict the reaction product. The product is: [N+:1]([C:4]1[C:13]2[C:8](=[CH:9][CH:10]=[CH:11][CH:12]=2)[C:7]([O:14][C:15]2[N:20]=[CH:19][N:18]=[C:17]([NH:21][C:22]([NH2:29])=[O:23])[CH:16]=2)=[CH:6][CH:5]=1)([O-:3])=[O:2]. (10) Given the reactants [CH3:1][CH2:2][CH2:3][CH2:4][CH2:5][CH3:6].[CH2:7]([Li])[CH2:8][CH2:9][CH3:10].C1(C2C=CC=CC=2)C=CC=CC=1NC1C=[CH:22][S:21]C=1C1C=CC=CC=1.[CH3:36][CH2:37][CH2:38][CH2:39][CH2:40]CC.[B:43](Cl)(Cl)Cl.[Cl-].[Cl-].[Cl-].[Al+3].C[C:52]1([CH3:60])[CH2:57][CH2:56][CH2:55][C:54](C)(C)[NH:53]1.CCCCCCCC, predict the reaction product. The product is: [CH:8]1[C:9]2[C:10]3=[C:36]4[B:43]([C:3]5[CH:2]=[CH:1][CH:6]=[CH:5][C:4]=5[C:60]3=[C:52]3[N:53]([CH:54]=[CH:55][CH:56]=[CH:57]3)[C:22]=2[S:21][CH:7]=1)[CH:40]=[CH:39][CH:38]=[CH:37]4.